From a dataset of NCI-60 drug combinations with 297,098 pairs across 59 cell lines. Regression. Given two drug SMILES strings and cell line genomic features, predict the synergy score measuring deviation from expected non-interaction effect. (1) Drug 1: CC1C(C(CC(O1)OC2CC(OC(C2O)C)OC3=CC4=CC5=C(C(=O)C(C(C5)C(C(=O)C(C(C)O)O)OC)OC6CC(C(C(O6)C)O)OC7CC(C(C(O7)C)O)OC8CC(C(C(O8)C)O)(C)O)C(=C4C(=C3C)O)O)O)O. Drug 2: CN(C(=O)NC(C=O)C(C(C(CO)O)O)O)N=O. Cell line: PC-3. Synergy scores: CSS=46.2, Synergy_ZIP=0.00888, Synergy_Bliss=-1.52, Synergy_Loewe=-55.0, Synergy_HSA=-2.57. (2) Drug 1: C1=NC2=C(N=C(N=C2N1C3C(C(C(O3)CO)O)F)Cl)N. Drug 2: C1CN(CCN1C(=O)CCBr)C(=O)CCBr. Cell line: NCI-H460. Synergy scores: CSS=33.4, Synergy_ZIP=-1.97, Synergy_Bliss=-1.54, Synergy_Loewe=-1.90, Synergy_HSA=-1.47. (3) Drug 2: C1CN1C2=NC(=NC(=N2)N3CC3)N4CC4. Synergy scores: CSS=13.2, Synergy_ZIP=-3.68, Synergy_Bliss=-1.07, Synergy_Loewe=-2.36, Synergy_HSA=0.0654. Drug 1: CC1=C(C(CCC1)(C)C)C=CC(=CC=CC(=CC(=O)O)C)C. Cell line: UACC-257. (4) Drug 1: C1=CC(=CC=C1C#N)C(C2=CC=C(C=C2)C#N)N3C=NC=N3. Drug 2: C(CN)CNCCSP(=O)(O)O. Cell line: UACC62. Synergy scores: CSS=-0.922, Synergy_ZIP=-0.0913, Synergy_Bliss=-1.90, Synergy_Loewe=-3.45, Synergy_HSA=-2.13. (5) Drug 1: CN(C(=O)NC(C=O)C(C(C(CO)O)O)O)N=O. Drug 2: COCCOC1=C(C=C2C(=C1)C(=NC=N2)NC3=CC=CC(=C3)C#C)OCCOC.Cl. Cell line: BT-549. Synergy scores: CSS=0.252, Synergy_ZIP=2.50, Synergy_Bliss=4.89, Synergy_Loewe=1.72, Synergy_HSA=1.72.